From a dataset of CYP1A2 inhibition data for predicting drug metabolism from PubChem BioAssay. Regression/Classification. Given a drug SMILES string, predict its absorption, distribution, metabolism, or excretion properties. Task type varies by dataset: regression for continuous measurements (e.g., permeability, clearance, half-life) or binary classification for categorical outcomes (e.g., BBB penetration, CYP inhibition). Dataset: cyp1a2_veith. (1) The molecule is Cc1oc2c(O)c(O)ccc2c(=O)c1-c1cnn(-c2ccccc2)c1. The result is 1 (inhibitor). (2) The compound is CC(=O)NCCNc1cc(-c2ccccc2CN(C)C)ncn1. The result is 0 (non-inhibitor). (3) The compound is O=C(OC(C(=O)NC1CCCC1)c1ccncc1)C1=Cc2ccccc2OC1. The result is 1 (inhibitor). (4) The molecule is Cc1ccc(SCCNC(=O)c2ccccc2)cc1. The result is 1 (inhibitor).